Dataset: Forward reaction prediction with 1.9M reactions from USPTO patents (1976-2016). Task: Predict the product of the given reaction. (1) Given the reactants [C:1]([CH2:3][CH2:4][N:5]([CH2:10][CH2:11][CH2:12][CH2:13][CH2:14][CH2:15][CH2:16][CH2:17][CH2:18][CH2:19][CH2:20][CH2:21][CH2:22][CH2:23][CH2:24][CH2:25][CH2:26][CH3:27])[CH2:6][CH2:7][C:8]#[N:9])#[N:2].[H][H], predict the reaction product. The product is: [NH2:2][CH2:1][CH2:3][CH2:4][N:5]([CH2:10][CH2:11][CH2:12][CH2:13][CH2:14][CH2:15][CH2:16][CH2:17][CH2:18][CH2:19][CH2:20][CH2:21][CH2:22][CH2:23][CH2:24][CH2:25][CH2:26][CH3:27])[CH2:6][CH2:7][CH2:8][NH2:9]. (2) Given the reactants Br[C:2]1[CH:3]=[C:4]2[C:9](=[C:10]([F:12])[CH:11]=1)[N:8]=[CH:7][CH:6]=[CH:5]2.C(=O)([O-])[O-].[K+].[K+].[CH2:19](B([CH2:19][CH2:20][CH2:21][CH3:22])[CH2:19][CH2:20][CH2:21][CH3:22])[CH2:20][CH2:21][CH3:22].[Cl-], predict the reaction product. The product is: [CH2:19]([C:2]1[CH:3]=[C:4]2[C:9](=[C:10]([F:12])[CH:11]=1)[N:8]=[CH:7][CH:6]=[CH:5]2)[CH2:20][CH2:21][CH3:22].